This data is from Reaction yield outcomes from USPTO patents with 853,638 reactions. The task is: Predict the reaction yield, written as a fraction of the theoretical maximum amount of product (1.0 means a 100% yield; for example, 0.34 means a 34% yield). The reactants are [Br:1][C:2]1[CH:3]=[C:4]([CH2:8][C:9]([OH:11])=[O:10])[CH:5]=[CH:6][CH:7]=1.[Br:12]N1C(=O)CCC1=O. The catalyst is C(Cl)(Cl)(Cl)Cl. The product is [Br:12][CH:8]([C:4]1[CH:5]=[CH:6][CH:7]=[C:2]([Br:1])[CH:3]=1)[C:9]([OH:11])=[O:10]. The yield is 0.810.